From a dataset of Full USPTO retrosynthesis dataset with 1.9M reactions from patents (1976-2016). Predict the reactants needed to synthesize the given product. (1) The reactants are: [CH2:1]([O:8][C:9]([NH:11][C@@H:12]([CH3:16])[C:13]([OH:15])=O)=[O:10])[C:2]1[CH:7]=[CH:6][CH:5]=[CH:4][CH:3]=1.Cl.[NH2:18][C@@H:19]([CH2:27][CH2:28][S:29][CH3:30])[C:20]([O:22][C:23]([CH3:26])([CH3:25])[CH3:24])=[O:21].CN(C(ON1N=NC2C=CC=NC1=2)=[N+](C)C)C.F[P-](F)(F)(F)(F)F.C(N(CC)C(C)C)(C)C. Given the product [C:23]([O:22][C:20](=[O:21])[C@@H:19]([NH:18][C:13](=[O:15])[C@@H:12]([NH:11][C:9]([O:8][CH2:1][C:2]1[CH:3]=[CH:4][CH:5]=[CH:6][CH:7]=1)=[O:10])[CH3:16])[CH2:27][CH2:28][S:29][CH3:30])([CH3:26])([CH3:24])[CH3:25], predict the reactants needed to synthesize it. (2) Given the product [C:41]12([NH:46][C:6]([C:13]3[N:14]=[C:15]([O:34][CH2:35][C@H:36]4[CH2:38][C@H:37]4[C:39]#[N:40])[N:16]=[C:17]([N:19]4[CH2:24][CH2:23][CH:22]([C:25]5[C:33]6[C:28](=[N:29][CH:30]=[CH:31][N:32]=6)[NH:27][CH:1]=5)[CH2:21][CH2:20]4)[N:18]=3)=[O:9])[CH2:45][CH:43]([CH2:44]1)[CH2:42]2, predict the reactants needed to synthesize it. The reactants are: [C:1](#N)CC#N.[C:6]([O-:9])([O-])=O.[K+].[K+].Cl[C:13]1[N:18]=[C:17]([N:19]2[CH2:24][CH2:23][CH:22]([C:25]3[C:33]4[C:28](=[N:29][CH:30]=[CH:31][N:32]=4)[NH:27]N=3)[CH2:21][CH2:20]2)[N:16]=[C:15]([O:34][CH2:35][C@H:36]2[CH2:38][C@H:37]2[C:39]#[N:40])[N:14]=1.[C:41]12([NH2:46])[CH2:45][CH:43]([CH2:44]1)[CH2:42]2.C1C=C(Cl)C=C(C(OO)=O)C=1.